The task is: Predict the reactants needed to synthesize the given product.. This data is from Full USPTO retrosynthesis dataset with 1.9M reactions from patents (1976-2016). (1) Given the product [F:1][C:2]1[CH:3]=[C:4]([C:9]2([C:10]#[N:11])[CH2:19][CH2:18][CH2:17][CH2:16][CH2:15]2)[CH:5]=[CH:6][C:7]=1[F:8], predict the reactants needed to synthesize it. The reactants are: [F:1][C:2]1[CH:3]=[C:4]([CH2:9][C:10]#[N:11])[CH:5]=[CH:6][C:7]=1[F:8].[H-].[Na+].Br[CH2:15][CH2:16][CH2:17][CH2:18][CH2:19]Br. (2) Given the product [F:1][C:2]1[CH:7]=[CH:6][C:5]([N+:8]([O-:10])=[O:9])=[C:4]([CH:3]=1)[CH2:12][S:13]([C:16]1[C:25]2[C:20](=[CH:21][CH:22]=[CH:23][CH:24]=2)[CH:19]=[CH:18][CH:17]=1)(=[O:14])=[O:15], predict the reactants needed to synthesize it. The reactants are: [F:1][C:2]1[CH:7]=[CH:6][C:5]([N+:8]([O-:10])=[O:9])=[CH:4][CH:3]=1.Cl[CH2:12][S:13]([C:16]1[C:25]2[C:20](=[CH:21][CH:22]=[CH:23][CH:24]=2)[CH:19]=[CH:18][CH:17]=1)(=[O:15])=[O:14].CC([O-])(C)C.[K+]. (3) Given the product [F:32][C:5]1[CH:4]=[N:3][C:2]([NH:1][C:35](=[O:36])[N:34]([CH3:38])[CH3:33])=[C:7]2[NH:8][CH:9]=[C:10]([C:11](=[O:31])[C:12](=[O:13])[N:14]3[CH2:15][CH2:16][N:17]([C:20]4[N:24]([C:25]5[CH:30]=[CH:29][CH:28]=[CH:27][CH:26]=5)[N:23]=[N:22][N:21]=4)[CH2:18][CH2:19]3)[C:6]=12, predict the reactants needed to synthesize it. The reactants are: [NH2:1][C:2]1[N:3]=[CH:4][C:5]([F:32])=[C:6]2[C:10]([C:11](=[O:31])[C:12]([N:14]3[CH2:19][CH2:18][N:17]([C:20]4[N:24]([C:25]5[CH:30]=[CH:29][CH:28]=[CH:27][CH:26]=5)[N:23]=[N:22][N:21]=4)[CH2:16][CH2:15]3)=[O:13])=[CH:9][NH:8][C:7]=12.[CH3:33][N:34]([CH3:38])[C:35](Cl)=[O:36].